This data is from Catalyst prediction with 721,799 reactions and 888 catalyst types from USPTO. The task is: Predict which catalyst facilitates the given reaction. (1) Reactant: [CH3:1][O:2][CH2:3][CH2:4]O.C1(P(C2C=CC=CC=2)C2C=CC=CC=2)C=CC=CC=1.C(OC(N=NC(OCC)=O)=O)C.[O:37]=[C:38]1[C:43]2[CH:44]=[C:45]([C:47]3[CH:52]=[CH:51][N:50]=[CH:49][CH:48]=3)[NH:46][C:42]=2[CH2:41][CH2:40][N:39]1[C:53]([O:55][C:56]([CH3:59])([CH3:58])[CH3:57])=[O:54]. Product: [CH3:1][O:2][CH2:3][CH2:4][N:46]1[C:42]2[CH2:41][CH2:40][N:39]([C:53]([O:55][C:56]([CH3:59])([CH3:58])[CH3:57])=[O:54])[C:38](=[O:37])[C:43]=2[CH:44]=[C:45]1[C:47]1[CH:48]=[CH:49][N:50]=[CH:51][CH:52]=1. The catalyst class is: 118. (2) Reactant: [F:1][C:2]1[C:7]([OH:8])=[CH:6][CH:5]=[CH:4][C:3]=1B(O)O.Cl[C:13]1[N:18]=[C:17]([C:19]2[CH:24]=[CH:23][CH:22]=[C:21]([NH:25][C:26]([CH:28]3[CH2:33][CH2:32][CH2:31][NH:30][CH2:29]3)=[O:27])[CH:20]=2)[CH:16]=[C:15]([N:34]2[CH2:39][CH2:38][O:37][CH2:36][CH2:35]2)[N:14]=1.C(=O)([O-])[O-].[Na+].[Na+]. Product: [F:1][C:2]1[C:7]([OH:8])=[CH:6][CH:5]=[CH:4][C:3]=1[C:13]1[N:18]=[C:17]([C:19]2[CH:24]=[CH:23][CH:22]=[C:21]([NH:25][C:26]([CH:28]3[CH2:33][CH2:32][CH2:31][NH:30][CH2:29]3)=[O:27])[CH:20]=2)[CH:16]=[C:15]([N:34]2[CH2:39][CH2:38][O:37][CH2:36][CH2:35]2)[N:14]=1. The catalyst class is: 203. (3) The catalyst class is: 38. Reactant: [CH3:1][O:2][C:3]1[CH:4]=[CH:5][C:6]([C:9]#[C:10][C:11]2[CH:16]=[CH:15][CH:14]=[CH:13][CH:12]=2)=[N:7][CH:8]=1.[N+:17](C1C=C([N+]([O-])=O)C=CC=1ON)([O-])=O.C([O-])([O-])=O.[K+].[K+].CN(C=O)C. Product: [CH3:1][O:2][C:3]1[CH:4]=[CH:5][C:6]2[N:7]([N:17]=[C:10]([C:11]3[CH:16]=[CH:15][CH:14]=[CH:13][CH:12]=3)[CH:9]=2)[CH:8]=1.